From a dataset of Full USPTO retrosynthesis dataset with 1.9M reactions from patents (1976-2016). Predict the reactants needed to synthesize the given product. (1) Given the product [CH2:1]([O:3][C:4](=[O:19])[C:5]1[CH:10]=[CH:9][C:8]([CH:11]([NH2:26])[CH:13]2[CH2:16][C:15]([CH3:18])([CH3:17])[CH2:14]2)=[CH:7][CH:6]=1)[CH3:2], predict the reactants needed to synthesize it. The reactants are: [CH2:1]([O:3][C:4](=[O:19])[C:5]1[CH:10]=[CH:9][C:8]([C:11]([CH:13]2[CH2:16][C:15]([CH3:18])([CH3:17])[CH2:14]2)=O)=[CH:7][CH:6]=1)[CH3:2].C([O-])(=O)C.[NH4+].C([BH3-])#[N:26].[Na+].Cl.[OH-].[Na+]. (2) Given the product [CH3:13][O:14][C:15](=[O:41])[C@@H:16]([NH:33][C:34]([O:36][C:37]([CH3:38])([CH3:40])[CH3:39])=[O:35])[CH2:17][C:18]1[CH:23]=[CH:22][C:21]([O:24][CH2:25][C:26]2[CH:31]=[CH:30][CH:29]=[CH:28][CH:27]=2)=[C:20]([O:32][C:3](=[O:4])[NH:2][CH3:1])[CH:19]=1, predict the reactants needed to synthesize it. The reactants are: [CH3:1][NH:2][C:3](O[N:2]1[C:1](=O)CC[C:3]1=[O:4])=[O:4].[CH3:13][O:14][C:15](=[O:41])[C@@H:16]([NH:33][C:34]([O:36][C:37]([CH3:40])([CH3:39])[CH3:38])=[O:35])[CH2:17][C:18]1[CH:23]=[CH:22][C:21]([O:24][CH2:25][C:26]2[CH:31]=[CH:30][CH:29]=[CH:28][CH:27]=2)=[C:20]([OH:32])[CH:19]=1. (3) Given the product [CH:26]([OH:28])=[O:27].[Cl:1][C:2]1[CH:3]=[CH:4][C:5]([C:8]2[C:14]3[CH:15]=[C:16]([O:19][CH3:20])[CH:17]=[CH:18][C:13]=3[N:12]3[C:21]([CH3:24])=[N:22][N:23]=[C:11]3[C@H:10]([CH2:25][C:26]([NH:34][CH2:33][CH2:32][CH2:31][N:30]([CH3:35])[CH3:29])=[O:27])[N:9]=2)=[CH:6][CH:7]=1, predict the reactants needed to synthesize it. The reactants are: [Cl:1][C:2]1[CH:7]=[CH:6][C:5]([C:8]2[C:14]3[CH:15]=[C:16]([O:19][CH3:20])[CH:17]=[CH:18][C:13]=3[N:12]3[C:21]([CH3:24])=[N:22][N:23]=[C:11]3[C@H:10]([CH2:25][C:26]([OH:28])=[O:27])[N:9]=2)=[CH:4][CH:3]=1.[CH3:29][N:30]([CH3:35])[CH2:31][CH2:32][CH2:33][NH2:34].CN(C(ON1N=NC2C=CC=NC1=2)=[N+](C)C)C.F[P-](F)(F)(F)(F)F.CCN(C(C)C)C(C)C. (4) Given the product [OH:1][C:2]1[CH:11]=[C:10]2[C:5]([CH:6]=[C:7]([C:12]([O:14][CH2:26][CH3:27])=[O:13])[CH:8]=[N:9]2)=[CH:4][CH:3]=1, predict the reactants needed to synthesize it. The reactants are: [OH:1][C:2]1[CH:11]=[C:10]2[C:5]([CH:6]=[C:7]([C:12]([OH:14])=[O:13])[CH:8]=[N:9]2)=[CH:4][CH:3]=1.O=S(Cl)Cl.O.C([O-])([O-])=O.[Na+].[Na+].[CH3:26][CH2:27]O. (5) Given the product [S:1]([O-:5])([O-:4])(=[O:3])=[O:2].[NH4+:6].[NH4+:6].[NH3:6].[S:8](=[O:10])(=[O:9])([OH:12])[O-:11].[NH4+:6], predict the reactants needed to synthesize it. The reactants are: [S:1]([O-:5])([O-:4])(=[O:3])=[O:2].[NH4+:6].[NH4+].[S:8](=[O:12])(=[O:11])([OH:10])[O-:9].[NH4+].S(OS([O-])(=O)=O)([O-])(=O)=O.[NH4+].[NH4+].